Dataset: Reaction yield outcomes from USPTO patents with 853,638 reactions. Task: Predict the reaction yield, written as a fraction of the theoretical maximum amount of product (1.0 means a 100% yield; for example, 0.34 means a 34% yield). (1) The reactants are Cl[C:2]1[N:3]=[C:4]([OH:12])[C:5]2[CH:11]=[CH:10][N:9]=[CH:8][C:6]=2[N:7]=1.[F:13][C:14]1[CH:15]=[C:16]([OH:28])[CH:17]=[CH:18][C:19]=1[N:20]([CH3:27])[C:21]1[CH:26]=[CH:25][CH:24]=[CH:23][CH:22]=1. No catalyst specified. The product is [F:13][C:14]1[CH:15]=[C:16]([CH:17]=[CH:18][C:19]=1[N:20]([CH3:27])[C:21]1[CH:26]=[CH:25][CH:24]=[CH:23][CH:22]=1)[O:28][C:2]1[N:3]=[C:4]([OH:12])[C:5]2[CH:11]=[CH:10][N:9]=[CH:8][C:6]=2[N:7]=1. The yield is 0.0400. (2) The reactants are [OH:1][C:2]1[C:11]2[C:10]([CH3:13])([CH3:12])[CH2:9][CH2:8][C:7]([CH3:15])([CH3:14])[C:6]=2[CH:5]=[C:4]([Se:16][C:17]#[C:18][C:19]2[CH:28]=[CH:27][C:22]([C:23]([O:25][CH3:26])=[O:24])=[CH:21][CH:20]=2)[CH:3]=1.C(=O)([O-])[O-].[K+].[K+].[C:35]([C:39]1[CH:46]=[CH:45][C:42]([CH2:43]Br)=[CH:41][CH:40]=1)([CH3:38])([CH3:37])[CH3:36]. No catalyst specified. The product is [CH3:13][C:10]1([CH3:12])[CH2:9][CH2:8][C:7]([CH3:14])([CH3:15])[C:6]2[CH:5]=[C:4]([Se:16][C:17]#[C:18][C:19]3[CH:28]=[CH:27][C:22]([C:23]([O:25][CH3:26])=[O:24])=[CH:21][CH:20]=3)[CH:3]=[C:2]([O:1][CH2:43][C:42]3[CH:45]=[CH:46][C:39]([C:35]([CH3:38])([CH3:37])[CH3:36])=[CH:40][CH:41]=3)[C:11]1=2. The yield is 0.800.